Dataset: Full USPTO retrosynthesis dataset with 1.9M reactions from patents (1976-2016). Task: Predict the reactants needed to synthesize the given product. (1) Given the product [OH:4][CH2:5][CH2:6][CH2:7][CH2:8][CH2:9][CH2:10][CH2:11][CH2:12][CH2:13][CH2:14][CH2:15][CH2:16][CH2:17][CH2:18][CH2:19][CH2:20][CH2:21][CH2:22][O:31][CH2:29][CH2:28][OH:32].[CH2:28]([OH:32])[CH:29]([OH:31])[CH3:30], predict the reactants needed to synthesize it. The reactants are: [Cl-].[Ca+2].[Cl-].[O:4]1[CH:6]([CH2:7][CH2:8][CH2:9][CH2:10][CH2:11][CH2:12][CH2:13][CH2:14][CH2:15][CH2:16][CH2:17][CH2:18][CH2:19][CH2:20][CH2:21][CH3:22])[CH2:5]1.S(=O)(=O)(O)O.[CH2:28]([OH:32])[CH:29]([OH:31])[CH3:30].O1C(CCCCCCCCCC)C1.C(=O)([O-])O.[Na+]. (2) Given the product [I:13][C:7]1[C:6]2[C:10](=[CH:11][CH:12]=[C:4]([N+:1]([O-:3])=[O:2])[CH:5]=2)[NH:9][N:8]=1, predict the reactants needed to synthesize it. The reactants are: [N+:1]([C:4]1[CH:5]=[C:6]2[C:10](=[CH:11][CH:12]=1)[NH:9][N:8]=[CH:7]2)([O-:3])=[O:2].[I:13]I.[OH-].[K+].[O-]S([O-])=O.[Na+].[Na+]. (3) Given the product [Br:30][CH2:2][C:1]([C:4]1[N:5]=[C:6]([NH:19][C:20](=[O:29])[C:21]2[C:26]([F:27])=[CH:25][CH:24]=[CH:23][C:22]=2[F:28])[S:7][C:8]=1[C:9]1[CH:14]=[CH:13][CH:12]=[C:11]([C:15]([F:16])([F:17])[F:18])[CH:10]=1)=[O:3], predict the reactants needed to synthesize it. The reactants are: [C:1]([C:4]1[N:5]=[C:6]([NH:19][C:20](=[O:29])[C:21]2[C:26]([F:27])=[CH:25][CH:24]=[CH:23][C:22]=2[F:28])[S:7][C:8]=1[C:9]1[CH:14]=[CH:13][CH:12]=[C:11]([C:15]([F:18])([F:17])[F:16])[CH:10]=1)(=[O:3])[CH3:2].[Br-:30].[Br-].[Br-].C1([N+](C)(C)C)C=CC=CC=1.C1([N+](C)(C)C)C=CC=CC=1.C1([N+](C)(C)C)C=CC=CC=1. (4) Given the product [NH2:7][C@H:2]([C:3]([OH:4])=[O:54])[CH2:5][C:34]1[CH:16]=[CH:15][C:14]([OH:19])=[CH:13][CH:35]=1, predict the reactants needed to synthesize it. The reactants are: C(O)[C:2]([NH2:7])([CH2:5]O)[CH2:3][OH:4].Cl.[Mg+2].[Cl-].[Cl-].[CH2:13](S)[C@@H:14]([OH:19])[C@H:15](O)[CH2:16]S.P(O[CH2:34][C@H:35]1O[C@@H](N2C3N=CN=C(N)C=3N=C2)[C@H](O)[C@@H]1O)(OP(OP(O)(O)=O)(O)=O)(=O)O.CS(C)=[O:54]. (5) Given the product [ClH:1].[ClH:1].[ClH:1].[ClH:1].[CH3:3][N:4]1[CH2:9][CH2:8][N:7]([CH2:10][C:11]2[CH:12]=[CH:13][C:14]3[N:40]=[CH:43][N:17]([C:18]4[S:22][C:21]([C:23]([O:25][CH3:26])=[O:24])=[C:20]([O:27][C@@H:28]([C:30]5[CH:35]=[CH:34][CH:33]=[CH:32][C:31]=5[C:36]([F:39])([F:38])[F:37])[CH3:29])[CH:19]=4)[C:15]=3[CH:16]=2)[CH2:6][CH2:5]1, predict the reactants needed to synthesize it. The reactants are: [ClH:1].Cl.[CH3:3][N:4]1[CH2:9][CH2:8][N:7]([CH2:10][C:11]2[CH:12]=[CH:13][C:14]([N+:40]([O-])=O)=[C:15]([NH:17][C:18]3[S:22][C:21]([C:23]([O:25][CH3:26])=[O:24])=[C:20]([O:27][C@@H:28]([C:30]4[CH:35]=[CH:34][CH:33]=[CH:32][C:31]=4[C:36]([F:39])([F:38])[F:37])[CH3:29])[CH:19]=3)[CH:16]=2)[CH2:6][CH2:5]1.[CH3:43]OC(OC)OC.C([O-])=O.[NH4+]. (6) Given the product [N:34]1[CH:35]=[CH:36][CH:37]=[N:38][C:33]=1[O:3][CH2:4][CH2:5][O:6][C:7]1[N:12]=[CH:11][N:10]=[C:9]([NH:13][S:14]([CH2:17][CH2:18][C:19]2[CH:24]=[CH:23][CH:22]=[CH:21][CH:20]=2)(=[O:15])=[O:16])[C:8]=1[C:25]1[CH:30]=[CH:29][C:28]([CH3:31])=[CH:27][CH:26]=1, predict the reactants needed to synthesize it. The reactants are: [H-].[Na+].[OH:3][CH2:4][CH2:5][O:6][C:7]1[N:12]=[CH:11][N:10]=[C:9]([NH:13][S:14]([CH2:17][CH2:18][C:19]2[CH:24]=[CH:23][CH:22]=[CH:21][CH:20]=2)(=[O:16])=[O:15])[C:8]=1[C:25]1[CH:30]=[CH:29][C:28]([CH3:31])=[CH:27][CH:26]=1.Cl[C:33]1[N:38]=[CH:37][CH:36]=[CH:35][N:34]=1.